This data is from Peptide-MHC class I binding affinity with 185,985 pairs from IEDB/IMGT. The task is: Regression. Given a peptide amino acid sequence and an MHC pseudo amino acid sequence, predict their binding affinity value. This is MHC class I binding data. (1) The peptide sequence is TTIGIVLLSQ. The MHC is HLA-A26:01 with pseudo-sequence HLA-A26:01. The binding affinity (normalized) is 0.281. (2) The peptide sequence is VLDEPSIGL. The MHC is HLA-A02:06 with pseudo-sequence HLA-A02:06. The binding affinity (normalized) is 1.00. (3) The MHC is HLA-A02:02 with pseudo-sequence HLA-A02:02. The binding affinity (normalized) is 0.231. The peptide sequence is KIVQLPKRGV. (4) The peptide sequence is KVFDGIPPP. The MHC is H-2-Dd with pseudo-sequence H-2-Dd. The binding affinity (normalized) is 0. (5) The peptide sequence is LIGLTSRATW. The MHC is HLA-B53:01 with pseudo-sequence HLA-B53:01. The binding affinity (normalized) is 0.433. (6) The peptide sequence is IYQEPFKNLK. The MHC is HLA-B53:01 with pseudo-sequence HLA-B53:01. The binding affinity (normalized) is 0.